Predict the reactants needed to synthesize the given product. From a dataset of Full USPTO retrosynthesis dataset with 1.9M reactions from patents (1976-2016). Given the product [F:34][C:29]1[CH:28]=[C:27]([N:15]([CH2:16][CH:17]2[CH2:22][CH2:21][CH:20]([C:23]([F:25])([F:26])[F:24])[CH2:19][CH2:18]2)[C:13](=[O:14])[NH:12][C:10]2[S:11][C:7]([S:6][CH2:5][C:4]([OH:35])=[O:3])=[CH:8][N:9]=2)[CH:32]=[CH:31][C:30]=1[F:33], predict the reactants needed to synthesize it. The reactants are: C([O:3][C:4](=[O:35])[CH2:5][S:6][C:7]1[S:11][C:10]([NH:12][C:13]([N:15]([C:27]2[CH:32]=[CH:31][C:30]([F:33])=[C:29]([F:34])[CH:28]=2)[CH2:16][CH:17]2[CH2:22][CH2:21][CH:20]([C:23]([F:26])([F:25])[F:24])[CH2:19][CH2:18]2)=[O:14])=[N:9][CH:8]=1)C.C1(CN(C2C=CC(S(C)(=O)=O)=CC=2)C(=O)NC2SC=C(CC(O)=O)N=2)CCCC1.FC(F)(F)C1CCC(CNC2C=CC(F)=C(F)C=2)CC1.C(OC(=O)CSC1SC(N)=NC=1)C.